Dataset: HIV replication inhibition screening data with 41,000+ compounds from the AIDS Antiviral Screen. Task: Binary Classification. Given a drug SMILES string, predict its activity (active/inactive) in a high-throughput screening assay against a specified biological target. (1) The molecule is CCc1ccc2nccc(NCCCN(C)C)c2c1[N+](=O)[O-].Cl. The result is 0 (inactive). (2) The molecule is CC(C)c1c2[nH]c3ccccc3c2c(C(C)C)c2[nH]c3ccccc3c12. The result is 0 (inactive). (3) The molecule is c1ccc2nc3nc4ccccc4nc3nc2c1. The result is 0 (inactive). (4) The molecule is Nc1ccc2c(c1)C1=NNC(=O)CC1C2. The result is 0 (inactive). (5) The drug is Cc1cc(OCC(=O)NN=CC(Br)=Cc2ccccc2)nc(SCC(=O)NN=CC(Br)=Cc2ccccc2)n1. The result is 0 (inactive).